This data is from TCR-epitope binding with 47,182 pairs between 192 epitopes and 23,139 TCRs. The task is: Binary Classification. Given a T-cell receptor sequence (or CDR3 region) and an epitope sequence, predict whether binding occurs between them. (1) The epitope is AYILFTRFFYV. The TCR CDR3 sequence is CASSYLGELGTYEQYF. Result: 1 (the TCR binds to the epitope). (2) The epitope is FIAGLIAIV. The TCR CDR3 sequence is CASSPTGRGRTDTQYF. Result: 1 (the TCR binds to the epitope). (3) Result: 0 (the TCR does not bind to the epitope). The TCR CDR3 sequence is CAISDYYEQYF. The epitope is LPPIVAKEI. (4) The epitope is YFPLQSYGF. The TCR CDR3 sequence is CASSFKTGYEQYF. Result: 1 (the TCR binds to the epitope).